This data is from Peptide-MHC class II binding affinity with 134,281 pairs from IEDB. The task is: Regression. Given a peptide amino acid sequence and an MHC pseudo amino acid sequence, predict their binding affinity value. This is MHC class II binding data. (1) The peptide sequence is QQYTAALSPILFECL. The MHC is DRB1_1302 with pseudo-sequence DRB1_1302. The binding affinity (normalized) is 0.348. (2) The peptide sequence is VELQIVDKIDAAFKI. The MHC is DRB1_0701 with pseudo-sequence DRB1_0701. The binding affinity (normalized) is 0.639. (3) The peptide sequence is VSIISILKGVINIWG. The MHC is DRB1_0901 with pseudo-sequence DRB1_0901. The binding affinity (normalized) is 0. (4) The peptide sequence is IHLVIHRIRTLIGQE. The MHC is DRB4_0103 with pseudo-sequence DRB4_0103. The binding affinity (normalized) is 0.851. (5) The peptide sequence is KDKWIELKESWGAIW. The MHC is HLA-DPA10103-DPB10201 with pseudo-sequence HLA-DPA10103-DPB10201. The binding affinity (normalized) is 0.566. (6) The peptide sequence is PCRAGFETNVSHNVQ. The MHC is HLA-DQA10201-DQB10202 with pseudo-sequence HLA-DQA10201-DQB10202. The binding affinity (normalized) is 0.471. (7) The peptide sequence is DFNEFISFCNANPGL. The MHC is HLA-DQA10104-DQB10503 with pseudo-sequence HLA-DQA10104-DQB10503. The binding affinity (normalized) is 0.450.